Dataset: Catalyst prediction with 721,799 reactions and 888 catalyst types from USPTO. Task: Predict which catalyst facilitates the given reaction. (1) Reactant: [Cl:1][C:2]1[CH:3]=[C:4]2[C:9](=[C:10](I)[CH:11]=1)[O:8][CH:7]([C:13]([F:16])([F:15])[F:14])[C:6]([C:17]([O-:19])=[O:18])=[CH:5]2.[F:20][C:21]1[CH:26]=[CH:25][C:24](B(O)O)=[CH:23][CH:22]=1.C([O-])([O-])=O.[K+].[K+]. Product: [Cl:1][C:2]1[CH:3]=[C:4]2[C:9](=[C:10]([C:24]3[CH:25]=[CH:26][C:21]([F:20])=[CH:22][CH:23]=3)[CH:11]=1)[O:8][CH:7]([C:13]([F:16])([F:15])[F:14])[C:6]([C:17]([OH:19])=[O:18])=[CH:5]2. The catalyst class is: 73. (2) Reactant: C(=O)(O)[O-].[Na+].Cl.[NH2:7][OH:8].[CH3:9][C:10]([S:20]([CH3:23])(=[O:22])=[O:21])([CH2:16][CH2:17][CH:18]=O)[C:11]([O:13][CH2:14][CH3:15])=[O:12]. Product: [OH:8][N:7]=[CH:18][CH2:17][CH2:16][C:10]([CH3:9])([S:20]([CH3:23])(=[O:22])=[O:21])[C:11]([O:13][CH2:14][CH3:15])=[O:12]. The catalyst class is: 97.